This data is from Catalyst prediction with 721,799 reactions and 888 catalyst types from USPTO. The task is: Predict which catalyst facilitates the given reaction. (1) Reactant: C(O[C:6]([N:8]1[CH2:13][CH2:12][C:11]2([CH2:18][CH2:17][N:16](C)[CH2:15][CH2:14]2)[CH2:10][CH2:9]1)=O)(C)(C)C.FC(F)(F)C(O)=O.[OH-].[Na+]. Product: [CH3:6][N:8]1[CH2:13][CH2:12][C:11]2([CH2:18][CH2:17][NH:16][CH2:15][CH2:14]2)[CH2:10][CH2:9]1. The catalyst class is: 4. (2) Reactant: C(OC(=O)[NH:7][C@H:8]([C:10]1[N:14]([C:15]2[CH:20]=[CH:19][C:18]([F:21])=[CH:17][N:16]=2)[C:13]2[CH:22]=[C:23]([F:26])[CH:24]=[CH:25][C:12]=2[N:11]=1)[CH3:9])(C)(C)C. Product: [F:26][C:23]1[CH:24]=[CH:25][C:12]2[N:11]=[C:10]([C@@H:8]([NH2:7])[CH3:9])[N:14]([C:15]3[CH:20]=[CH:19][C:18]([F:21])=[CH:17][N:16]=3)[C:13]=2[CH:22]=1. The catalyst class is: 157. (3) Reactant: C(N(C(C)C)CC)(C)C.CCCP1(OP(CCC)(=O)OP(CCC)(=O)O1)=O.[Cl:28][C:29]1[CH:34]=[CH:33][C:32]([C:35]2[N:36]=[C:37]3[CH:42]=[CH:41][C:40]([C:43]([O-])=[O:44])=[CH:39][N:38]3[C:46]=2[CH2:47][OH:48])=[CH:31][CH:30]=1.[Na+].[NH:50]1[CH2:55][CH2:54][O:53][CH2:52][CH2:51]1. Product: [Cl:28][C:29]1[CH:30]=[CH:31][C:32]([C:35]2[N:36]=[C:37]3[CH:42]=[CH:41][C:40]([C:43]([N:50]4[CH2:55][CH2:54][O:53][CH2:52][CH2:51]4)=[O:44])=[CH:39][N:38]3[C:46]=2[CH2:47][OH:48])=[CH:33][CH:34]=1. The catalyst class is: 656. (4) Reactant: Br[CH:2]([C:4]1[CH:5]=[C:6]2[C:11](=[CH:12][CH:13]=1)[N:10]=[CH:9][CH:8]=[CH:7]2)[CH3:3].[Cl:14][C:15]1[CH:16]=[C:17]2[C:22](=[CH:23][CH:24]=1)[O:21][C:20](=[O:25])[CH:19]=[C:18]2[NH:26][CH:27]1[CH2:32][CH2:31][NH:30][CH2:29][CH2:28]1.C([O-])([O-])=O.[K+].[K+].O. Product: [Cl:14][C:15]1[CH:16]=[C:17]2[C:22](=[CH:23][CH:24]=1)[O:21][C:20](=[O:25])[CH:19]=[C:18]2[NH:26][CH:27]1[CH2:32][CH2:31][N:30]([CH:2]([C:4]2[CH:5]=[C:6]3[C:11](=[CH:12][CH:13]=2)[N:10]=[CH:9][CH:8]=[CH:7]3)[CH3:3])[CH2:29][CH2:28]1. The catalyst class is: 3. (5) Reactant: [C:1]([O:5][C:6](=[O:26])[N:7]([CH:13]1[CH:18]2[CH:14]1[CH2:15][N:16]([CH2:19][C:20]1[CH:25]=[CH:24][CH:23]=[CH:22][CH:21]=1)[CH2:17]2)[CH2:8][CH2:9][CH2:10][CH2:11]Br)(C)(C)[CH3:2].BrCCCCl.[CH3:32][O:33][C:34]1[CH:39]=[CH:38][C:37]([CH3:40])=[CH:36][C:35]=1[CH:41]([C:46]1[CH:51]=[CH:50][CH:49]=[CH:48][CH:47]=1)[CH2:42][C:43]([OH:45])=[O:44].N12CCCN=C1CCCCC2. Product: [CH2:19]([N:16]1[CH2:15][CH:14]2[CH:18]([CH:13]2[N:7]([C:6]([O:5][CH2:1][CH3:2])=[O:26])[CH2:8][CH2:9][CH2:10][CH2:11][O:44][C:43](=[O:45])[CH2:42][CH:41]([C:35]2[CH:36]=[C:37]([CH3:40])[CH:38]=[CH:39][C:34]=2[O:33][CH3:32])[C:46]2[CH:51]=[CH:50][CH:49]=[CH:48][CH:47]=2)[CH2:17]1)[C:20]1[CH:21]=[CH:22][CH:23]=[CH:24][CH:25]=1. The catalyst class is: 113. (6) Product: [CH2:15]([N:1]1[CH2:5][CH2:4][C@H:3]([NH:6][C:7](=[O:13])[O:8][C:9]([CH3:10])([CH3:12])[CH3:11])[CH2:2]1)[CH3:16]. Reactant: [NH:1]1[CH2:5][CH2:4][C@H:3]([NH:6][C:7](=[O:13])[O:8][C:9]([CH3:12])([CH3:11])[CH3:10])[CH2:2]1.I[CH2:15][CH3:16].C(=O)([O-])[O-].[K+].[K+]. The catalyst class is: 10. (7) Reactant: [CH2:1]([O:3][C:4](=[O:28])[CH:5]=[CH:6][C:7]1[S:11][C:10]([NH:12][C:13]([N:15]([CH:22]2[CH2:27][CH2:26][CH2:25][CH2:24][CH2:23]2)[CH:16]2[CH2:21][CH2:20][CH2:19][CH2:18][CH2:17]2)=[O:14])=[N:9][CH:8]=1)[CH3:2]. Product: [CH2:1]([O:3][C:4](=[O:28])[CH2:5][CH2:6][C:7]1[S:11][C:10]([NH:12][C:13]([N:15]([CH:16]2[CH2:17][CH2:18][CH2:19][CH2:20][CH2:21]2)[CH:22]2[CH2:27][CH2:26][CH2:25][CH2:24][CH2:23]2)=[O:14])=[N:9][CH:8]=1)[CH3:2]. The catalyst class is: 19. (8) Reactant: [CH3:1][O:2][C:3]1[C:11]([O:12][CH2:13][C:14]2[CH:19]=[CH:18][CH:17]=[CH:16][CH:15]=2)=[CH:10][C:6]([C:7]([NH2:9])=[O:8])=[C:5]([NH:20][C:21](=O)[C:22]2[CH:27]=[CH:26][CH:25]=[C:24]([N+:28]([O-:30])=[O:29])[CH:23]=2)[CH:4]=1.N1C=CC=CC=1.Cl. Product: [CH2:13]([O:12][C:11]1[CH:10]=[C:6]2[C:5](=[CH:4][C:3]=1[O:2][CH3:1])[N:20]=[C:21]([C:22]1[CH:27]=[CH:26][CH:25]=[C:24]([N+:28]([O-:30])=[O:29])[CH:23]=1)[NH:9][C:7]2=[O:8])[C:14]1[CH:19]=[CH:18][CH:17]=[CH:16][CH:15]=1. The catalyst class is: 74.